Dataset: Forward reaction prediction with 1.9M reactions from USPTO patents (1976-2016). Task: Predict the product of the given reaction. (1) Given the reactants [NH2:1][N:2]1[N:11]=[C:10]([C:12]2[CH:17]=[CH:16][C:15]([CH:18]([CH3:20])[CH3:19])=[CH:14][CH:13]=2)[C:9]2[C:4](=[CH:5][CH:6]=[CH:7][CH:8]=2)[C:3]1=[O:21].[C:22]12([CH2:32][C:33](O)=[O:34])[CH2:31][CH:26]3[CH2:27][CH:28]([CH2:30][CH:24]([CH2:25]3)[CH2:23]1)[CH2:29]2, predict the reaction product. The product is: [C:22]12([CH2:32][C:33]([NH:1][N:2]3[N:11]=[C:10]([C:12]4[CH:13]=[CH:14][C:15]([CH:18]([CH3:19])[CH3:20])=[CH:16][CH:17]=4)[C:9]4[C:4](=[CH:5][CH:6]=[CH:7][CH:8]=4)[C:3]3=[O:21])=[O:34])[CH2:29][CH:28]3[CH2:27][CH:26]([CH2:25][CH:24]([CH2:30]3)[CH2:23]1)[CH2:31]2. (2) Given the reactants [N+:1]([C:4]1[CH:33]([CH3:34])[CH:8]2[CH2:9][C:10]([NH:13][C:14]([N:16]3[CH2:21][CH2:20][N:19]([C:22]4[CH:27]=[CH:26][C:25]([N:28]5[CH:32]=[CH:31][N:30]=[CH:29]5)=[CH:24][CH:23]=4)[CH2:18][CH2:17]3)=[O:15])([CH3:12])[O:11][C:7]2=[C:6]([CH3:35])[C:5]=1[CH3:36])([O-])=O.C(O)C.C(O)(=O)C.[OH-].[Na+], predict the reaction product. The product is: [NH2:1][C:4]1[CH:33]([CH3:34])[CH:8]2[CH2:9][C:10]([NH:13][C:14]([N:16]3[CH2:17][CH2:18][N:19]([C:22]4[CH:27]=[CH:26][C:25]([N:28]5[CH:32]=[CH:31][N:30]=[CH:29]5)=[CH:24][CH:23]=4)[CH2:20][CH2:21]3)=[O:15])([CH3:12])[O:11][C:7]2=[C:6]([CH3:35])[C:5]=1[CH3:36]. (3) Given the reactants [OH:1][C:2]1[N:9]=[CH:8][CH:7]=[CH:6][C:3]=1[C:4]#[N:5].[I:10]I.C(=O)([O-])[O-].[K+].[K+].Cl[CH2:19][O:20][CH2:21][CH2:22][Si:23]([CH3:26])([CH3:25])[CH3:24].[OH-].[K+], predict the reaction product. The product is: [I:10][C:7]1[CH:6]=[C:3]([C:4]#[N:5])[C:2](=[O:1])[N:9]([CH2:19][O:20][CH2:21][CH2:22][Si:23]([CH3:26])([CH3:25])[CH3:24])[CH:8]=1. (4) Given the reactants [CH2:1]([C:8]1[N:9]([CH3:19])[C:10]([C@H:13]2[CH2:17][CH2:16][C@H:15]([NH2:18])[CH2:14]2)=[N:11][N:12]=1)[C:2]1[CH:7]=[CH:6][CH:5]=[CH:4][CH:3]=1.CCN(C(C)C)C(C)C.Cl[C:30]1[N:35]=[CH:34][N:33]=[C:32]2[N:36](C3CCCCO3)[N:37]=[CH:38][C:31]=12, predict the reaction product. The product is: [CH2:1]([C:8]1[N:9]([CH3:19])[C:10]([C@H:13]2[CH2:17][CH2:16][C@H:15]([NH:18][C:30]3[N:35]=[CH:34][N:33]=[C:32]4[NH:36][N:37]=[CH:38][C:31]=34)[CH2:14]2)=[N:11][N:12]=1)[C:2]1[CH:7]=[CH:6][CH:5]=[CH:4][CH:3]=1.